From a dataset of Catalyst prediction with 721,799 reactions and 888 catalyst types from USPTO. Predict which catalyst facilitates the given reaction. (1) Reactant: C(O)(C(F)(F)F)=O.COC1C=CC([CH2:14][N:15](C)[C:16]2[CH:25]=[C:24]3[C:19]([CH:20]=[C:21]([C:30]4[CH:35]=[C:34]([NH2:36])[C:33]([F:37])=[CH:32][C:31]=4[Cl:38])[C:22](=[O:29])[N:23]3[CH:26]([CH3:28])[CH3:27])=[CH:18][N:17]=2)=CC=1.C([O-])([O-])=O.[Na+].[Na+]. Product: [NH2:36][C:34]1[C:33]([F:37])=[CH:32][C:31]([Cl:38])=[C:30]([C:21]2[C:22](=[O:29])[N:23]([CH:26]([CH3:27])[CH3:28])[C:24]3[C:19]([CH:20]=2)=[CH:18][N:17]=[C:16]([NH:15][CH3:14])[CH:25]=3)[CH:35]=1. The catalyst class is: 6. (2) Reactant: [Br:1][C:2]1[CH:3]=[CH:4][C:5](=[O:8])[NH:6][CH:7]=1.Cl[C:10]1[C:15]([C:16]#[N:17])=[CH:14][CH:13]=[CH:12][N:11]=1.C(=O)([O-])[O-].[Cs+].[Cs+]. The catalyst class is: 9. Product: [Br:1][C:2]1[CH:3]=[CH:4][C:5](=[O:8])[N:6]([C:10]2[C:15]([C:16]#[N:17])=[CH:14][CH:13]=[CH:12][N:11]=2)[CH:7]=1. (3) Reactant: [F:1][C:2]1[CH:3]=[C:4]([CH:29]=[CH:30][CH:31]=1)[CH2:5][O:6][C:7]1[CH:12]=[CH:11][C:10]([NH:13][C:14]2[C:23]3[C:18](=[CH:19][CH:20]=[C:21]([C:24]#[C:25][CH2:26][OH:27])[CH:22]=3)[N:17]=[CH:16][N:15]=2)=[CH:9][C:8]=1[Cl:28].C(N(CC)CC)C.[CH3:39][S:40](Cl)(=[O:42])=[O:41]. Product: [CH3:39][S:40]([O:27][CH2:26][C:25]#[C:24][C:21]1[CH:22]=[C:23]2[C:18](=[CH:19][CH:20]=1)[N:17]=[CH:16][N:15]=[C:14]2[NH:13][C:10]1[CH:11]=[CH:12][C:7]([O:6][CH2:5][C:4]2[CH:29]=[CH:30][CH:31]=[C:2]([F:1])[CH:3]=2)=[C:8]([Cl:28])[CH:9]=1)(=[O:42])=[O:41]. The catalyst class is: 4. (4) Reactant: [CH3:1][O:2][C:3]1[CH:4]=[C:5]([CH:11]([NH2:13])[CH3:12])[CH:6]=[C:7]([O:9][CH3:10])[CH:8]=1.F[C:15]1[CH:20]=[C:19]([F:21])[CH:18]=[CH:17][C:16]=1[N+:22]([O-:24])=[O:23].C(N(CC)C(C)C)(C)C. Product: [F:21][C:19]1[CH:18]=[CH:17][C:16]([N+:22]([O-:24])=[O:23])=[C:15]([NH:13][CH:11]([C:5]2[CH:6]=[C:7]([O:9][CH3:10])[CH:8]=[C:3]([O:2][CH3:1])[CH:4]=2)[CH3:12])[CH:20]=1. The catalyst class is: 10. (5) The catalyst class is: 3. Reactant: [NH2:1][C:2]1[CH:7]=[CH:6][C:5]([Br:8])=[CH:4][C:3]=1[CH:9]([NH:16][S:17]([C:19]([CH3:22])([CH3:21])[CH3:20])=[O:18])[C:10]1[CH:15]=[CH:14][CH:13]=[CH:12][CH:11]=1.[Li+].[CH3:24][Si]([N-][Si](C)(C)C)(C)C.CI.O. Product: [NH2:1][C:2]1[CH:7]=[CH:6][C:5]([Br:8])=[CH:4][C:3]=1[CH:9]([N:16]([CH3:24])[S:17]([C:19]([CH3:22])([CH3:21])[CH3:20])=[O:18])[C:10]1[CH:15]=[CH:14][CH:13]=[CH:12][CH:11]=1. (6) Reactant: [H-].[H-].[H-].[H-].[Li+].[Al+3].[CH:7]([NH:9][CH2:10][C:11]([CH3:17])([CH3:16])[CH2:12][NH:13][CH:14]=O)=O. Product: [CH3:7][NH:9][CH2:10][C:11]([CH3:17])([CH3:16])[CH2:12][NH:13][CH3:14]. The catalyst class is: 28. (7) Product: [Cl:17][C:18]1[CH:23]=[CH:22][C:21]([O:24][CH3:25])=[CH:20][C:19]=1[S:16][C:9]1[N:10]([CH2:11][CH2:12][CH2:13][C:14]#[CH:15])[C:6]2[CH:5]=[CH:4][N:3]=[C:2]([NH2:1])[C:7]=2[N:8]=1. The catalyst class is: 122. Reactant: [NH2:1][C:2]1[C:7]2[NH:8][C:9](=[S:16])[N:10]([CH2:11][CH2:12][CH2:13][C:14]#[CH:15])[C:6]=2[CH:5]=[CH:4][N:3]=1.[Cl:17][C:18]1[CH:23]=[CH:22][C:21]([O:24][CH3:25])=[CH:20][C:19]=1I.CC1C=CC2C=CC3C=CC(C)=NC=3C=2N=1.O.CC([O-])(C)C.[Na+].